From a dataset of Forward reaction prediction with 1.9M reactions from USPTO patents (1976-2016). Predict the product of the given reaction. (1) Given the reactants [Cl:1][C:2]1[N:3]=[C:4](Cl)[C:5]2[CH2:10][N:9]([CH:11]([CH3:13])[CH3:12])[C:8](=[O:14])[C:6]=2[N:7]=1.[F:16][C:17]1[CH:22]=[CH:21][C:20]([CH2:23][C:24]([NH2:27])([CH3:26])[CH3:25])=[CH:19][CH:18]=1.CCN(C(C)C)C(C)C, predict the reaction product. The product is: [Cl:1][C:2]1[N:3]=[C:4]([NH:27][C:24]([CH3:26])([CH3:25])[CH2:23][C:20]2[CH:21]=[CH:22][C:17]([F:16])=[CH:18][CH:19]=2)[C:5]2[CH2:10][N:9]([CH:11]([CH3:13])[CH3:12])[C:8](=[O:14])[C:6]=2[N:7]=1. (2) Given the reactants O[CH:2]1[CH2:11][CH2:10][CH2:9][C:8]2[CH:7]=[C:6]([C:12]#[N:13])[CH:5]=[CH:4][C:3]1=2.C1C=CC(P([N:28]=[N+:29]=[N-:30])(C2C=CC=CC=2)=O)=CC=1.C1CCN2C(=NCCC2)CC1, predict the reaction product. The product is: [N:28]([C@@H:2]1[CH2:11][CH2:10][CH2:9][C:8]2[CH:7]=[C:6]([C:12]#[N:13])[CH:5]=[CH:4][C:3]1=2)=[N+:29]=[N-:30]. (3) Given the reactants [CH3:1][C:2]1[C:8]([Br:9])=[CH:7][CH:6]=[CH:5][C:3]=1[NH2:4].[F:10][C:11]([F:22])([F:21])[C:12](O[C:12](=[O:13])[C:11]([F:22])([F:21])[F:10])=[O:13], predict the reaction product. The product is: [Br:9][C:8]1[C:2]([CH3:1])=[C:3]([NH:4][C:12](=[O:13])[C:11]([F:22])([F:21])[F:10])[CH:5]=[CH:6][CH:7]=1. (4) Given the reactants Cl.Cl[CH2:3][CH2:4][NH:5][C:6]1[CH:11]=[N:10][N:9]([CH3:12])[C:8](=[O:13])[CH:7]=1.[F:14][C:15]1[CH:29]=[CH:28][C:18]2[C:19]([CH:22]3[CH2:27][CH2:26][NH:25][CH2:24][CH2:23]3)=[N:20][O:21][C:17]=2[CH:16]=1.C(=O)([O-])[O-].[K+].[K+].[I-].[K+], predict the reaction product. The product is: [F:14][C:15]1[CH:29]=[CH:28][C:18]2[C:19]([CH:22]3[CH2:23][CH2:24][N:25]([CH2:3][CH2:4][NH:5][C:6]4[CH:11]=[N:10][N:9]([CH3:12])[C:8](=[O:13])[CH:7]=4)[CH2:26][CH2:27]3)=[N:20][O:21][C:17]=2[CH:16]=1. (5) Given the reactants [Cl:1][C:2]1[C:11]2[C:6](=[CH:7][C:8]([O:14][CH3:15])=[C:9]([O:12][CH3:13])[CH:10]=2)[N:5]=[CH:4][CH:3]=1.[Cl:16][C:17]1[CH:18]=[CH:19][C:20]([OH:31])=[C:21]([CH:30]=1)[C:22]([C:24]1[CH:29]=[CH:28][CH:27]=[CH:26][CH:25]=1)=[O:23].[OH-].[Na+], predict the reaction product. The product is: [ClH:1].[Cl:16][C:17]1[CH:18]=[CH:19][C:20]([O:31][C:2]2[C:11]3[C:6](=[CH:7][C:8]([O:14][CH3:15])=[C:9]([O:12][CH3:13])[CH:10]=3)[N:5]=[CH:4][CH:3]=2)=[C:21]([C:22]([C:24]2[CH:29]=[CH:28][CH:27]=[CH:26][CH:25]=2)=[O:23])[CH:30]=1. (6) Given the reactants [C:1]([C:5]1[CH:9]=[C:8](C(O)=O)[N:7](C(C)C)[N:6]=1)([CH3:4])([CH3:3])[CH3:2].C([N:18]([CH2:21]C)CC)C.C1(P(N=[N+]=[N-])([C:31]2[CH:36]=[CH:35]C=CC=2)=O)C=CC=CC=1.[Cl:40][C:41]([Cl:45])([Cl:44])[CH2:42][OH:43].[O:46]1CCOCC1, predict the reaction product. The product is: [C:1]([C:5]1[CH:9]=[C:8]([N:18]([CH:36]([CH3:35])[CH3:31])[C:21](=[O:46])[O:43][CH2:42][C:41]([Cl:45])([Cl:44])[Cl:40])[NH:7][N:6]=1)([CH3:2])([CH3:3])[CH3:4]. (7) Given the reactants [CH3:1][O:2][C:3]1[CH:29]=[CH:28][C:6]([CH2:7][S:8][C:9]2[C:14]([Br:15])=[CH:13][N:12]=[C:11]([NH:16][C:17]([NH:19]C(=O)C3C=CC=CC=3)=[S:18])[CH:10]=2)=[CH:5][CH:4]=1.[OH-].[Na+], predict the reaction product. The product is: [CH3:1][O:2][C:3]1[CH:4]=[CH:5][C:6]([CH2:7][S:8][C:9]2[C:14]([Br:15])=[CH:13][N:12]=[C:11]([NH:16][C:17]([NH2:19])=[S:18])[CH:10]=2)=[CH:28][CH:29]=1. (8) Given the reactants C(S[C:4]1[C:5]([C:14]2[N:27]([CH3:28])[C:17]3=[N:18][CH:19]=[C:20]([S:22][C:23]([F:26])([F:25])[F:24])[CH:21]=[C:16]3[N:15]=2)=[N:6][CH:7]=[C:8]([C:10]([F:13])([F:12])[F:11])[CH:9]=1)C.Cl[C:30]1C=CC=C(C(OO)=O)[CH:31]=1.C(=O)([O-])O.[Na+].[S:45]([O-:49])([O-])(=[O:47])=S.[Na+].[Na+], predict the reaction product. The product is: [CH2:30]([S:45]([C:4]1[C:5]([C:14]2[N:27]([CH3:28])[C:17]3=[N:18][CH:19]=[C:20]([S:22][C:23]([F:26])([F:24])[F:25])[CH:21]=[C:16]3[N:15]=2)=[N:6][CH:7]=[C:8]([C:10]([F:11])([F:13])[F:12])[CH:9]=1)(=[O:49])=[O:47])[CH3:31]. (9) The product is: [OH:8][C:9]1[CH:14]=[CH:13][C:12]([C:15](=[O:34])[CH2:16][CH2:17][C:18]2[S:22][C:21]([C:23]3[CH:28]=[CH:27][C:26]([C:29]([F:32])([F:31])[F:30])=[CH:25][CH:24]=3)=[N:20][C:19]=2[CH3:33])=[CH:11][C:10]=1[CH3:35]. Given the reactants C([O:8][C:9]1[CH:14]=[CH:13][C:12]([C:15](=[O:34])/[CH:16]=[CH:17]/[C:18]2[S:22][C:21]([C:23]3[CH:28]=[CH:27][C:26]([C:29]([F:32])([F:31])[F:30])=[CH:25][CH:24]=3)=[N:20][C:19]=2[CH3:33])=[CH:11][C:10]=1[CH3:35])C1C=CC=CC=1, predict the reaction product. (10) Given the reactants C([O:8][N:9]([CH2:12][C@@H:13]([CH2:17][CH:18]([CH3:20])[CH3:19])[C:14](O)=[O:15])[CH:10]=[O:11])C1C=CC=CC=1.Cl.[NH2:22][C@@H:23]([C:42]([CH3:45])([CH3:44])[CH3:43])[C:24]([N:26]1[CH2:31][CH2:30][CH:29]([NH:32][C:33](=[O:41])[C:34]2[CH:39]=[CH:38][C:37]([F:40])=[CH:36][CH:35]=2)[CH2:28][CH2:27]1)=[O:25], predict the reaction product. The product is: [F:40][C:37]1[CH:36]=[CH:35][C:34]([C:33]([NH:32][CH:29]2[CH2:30][CH2:31][N:26]([C:24](=[O:25])[C@@H:23]([NH:22][C:14](=[O:15])[C@@H:13]([CH2:12][N:9]([CH:10]=[O:11])[OH:8])[CH2:17][CH:18]([CH3:20])[CH3:19])[C:42]([CH3:45])([CH3:44])[CH3:43])[CH2:27][CH2:28]2)=[O:41])=[CH:39][CH:38]=1.